This data is from Full USPTO retrosynthesis dataset with 1.9M reactions from patents (1976-2016). The task is: Predict the reactants needed to synthesize the given product. (1) Given the product [O:13]1[CH2:17][CH2:16][CH2:15][C@H:14]1[CH2:18][O:1][C:2]1[CH:3]=[C:4]2[C:9](=[CH:10][CH:11]=1)[C:8](=[O:12])[O:7][CH:6]=[CH:5]2, predict the reactants needed to synthesize it. The reactants are: [OH:1][C:2]1[CH:3]=[C:4]2[C:9](=[CH:10][CH:11]=1)[C:8](=[O:12])[O:7][CH:6]=[CH:5]2.[O:13]1[CH2:17][CH2:16][CH2:15][C@H:14]1[CH2:18]OS(C)(=O)=O.C(=O)([O-])[O-].[Cs+].[Cs+].O. (2) Given the product [Cl:58][CH2:59][C@H:60]([C:62]1[CH:63]=[N:64][CH:65]=[CH:66][CH:67]=1)[OH:61], predict the reactants needed to synthesize it. The reactants are: C1C=[N+]([C@@H]2O[C@H](COP(OP(OC[C@H]3O[C@@H](N4C5N=CN=C(N)C=5N=C4)[C@H](O)[C@@H]3O)(O)=O)(O)=O)[C@@H](O)[C@H]2O)C=C(C(N)=O)C=1.O=C[C@@H]([C@H]([C@@H]([C@@H](CO)O)O)O)O.Cl.[Cl:58][CH2:59][C:60]([C:62]1[CH:63]=[N:64][CH:65]=[CH:66][CH:67]=1)=[O:61]. (3) Given the product [CH:1]1([C:4]2[CH:9]=[C:8]([CH:10]=[O:11])[CH:7]=[C:6]([O:12][CH2:13][CH2:14][CH3:15])[C:5]=2[C:16]2[CH:17]=[CH:18][C:19]([F:22])=[CH:20][CH:21]=2)[CH2:3][CH2:2]1, predict the reactants needed to synthesize it. The reactants are: [CH:1]1([C:4]2[CH:9]=[C:8]([CH2:10][OH:11])[CH:7]=[C:6]([O:12][CH2:13][CH2:14][CH3:15])[C:5]=2[C:16]2[CH:21]=[CH:20][C:19]([F:22])=[CH:18][CH:17]=2)[CH2:3][CH2:2]1. (4) Given the product [CH2:1]([O:3][C:4]1[C:5]([I:14])=[CH:6][C:7]([F:13])=[C:8]([CH:12]=1)[C:9]([NH:49][C:42]1[CH:43]=[C:44]([C:45]([F:47])([F:46])[F:48])[N:40]([CH3:39])[N:41]=1)=[O:11])[CH3:2], predict the reactants needed to synthesize it. The reactants are: [CH2:1]([O:3][C:4]1[C:5]([I:14])=[CH:6][C:7]([F:13])=[C:8]([CH:12]=1)[C:9]([OH:11])=O)[CH3:2].CN(C(ON1N=NC2C=CC=NC1=2)=[N+](C)C)C.F[P-](F)(F)(F)(F)F.[CH3:39][N:40]1[C:44]([C:45]([F:48])([F:47])[F:46])=[CH:43][C:42]([NH2:49])=[N:41]1.C(N(C(C)C)C(C)C)C. (5) Given the product [CH:20]([C:9]1[CH:8]=[C:7]([CH:1]2[CH2:2][CH2:3][CH2:4][CH2:5][CH2:6]2)[CH:12]=[CH:11][C:10]=1[OH:13])=[CH:19][CH3:24], predict the reactants needed to synthesize it. The reactants are: [CH:1]1([C:7]2[CH:12]=[CH:11][C:10]([OH:13])=[C:9](OCC=C)[CH:8]=2)[CH2:6][CH2:5][CH2:4][CH2:3][CH2:2]1.Cl[C:19]1[CH:24]=CC=C[C:20]=1Cl. (6) Given the product [Ti+4:29].[CH2:1]([P:3]([CH:6]=[CH:7][CH3:8])(=[O:4])[O-:5])[CH3:2].[CH2:1]([P:3]([CH:6]=[CH:7][CH3:8])(=[O:4])[O-:5])[CH3:2].[CH2:1]([P:3]([CH:6]=[CH:7][CH3:8])(=[O:4])[O-:5])[CH3:2].[CH2:1]([P:3]([CH:6]=[CH:7][CH3:8])(=[O:4])[O-:5])[CH3:2], predict the reactants needed to synthesize it. The reactants are: [CH2:1]([P:3]([CH:6]=[CH:7][CH3:8])(=[O:5])[OH:4])[CH3:2].[O-]CCCC.[O-]CCCC.[O-]CCCC.[O-]CCCC.[Ti+4:29]. (7) Given the product [CH3:1][O:2][C:3]1[C:4]2=[CH:5][CH:6]=[C:7]3[C:8]([N:39]=[C:40]4[C:48]([CH:47]=[CH:46][CH:45]=[C:41]4[C:42]([OH:44])=[O:43])=[N:49]3)=[C:9]2[CH:10]=[CH:11][CH:12]=1, predict the reactants needed to synthesize it. The reactants are: [CH3:1][O:2][C:3]1[CH:12]=[CH:11][CH:10]=[C:9]2[C:4]=1[CH:5]=[CH:6][C:7](=O)[C:8]2=O.COC1C=CC=C2C=1CCCC2=O.[Se](=O)=O.C(O)(=O)C.C(O)(=O)C.[NH2:39][C:40]1[C:48]([NH2:49])=[CH:47][CH:46]=[CH:45][C:41]=1[C:42]([OH:44])=[O:43].Cl.